Dataset: Catalyst prediction with 721,799 reactions and 888 catalyst types from USPTO. Task: Predict which catalyst facilitates the given reaction. (1) Reactant: C([O:3][C:4](=[O:16])[C:5]1[CH:10]=[CH:9][C:8]([CH3:11])=[C:7]([O:12][CH2:13][O:14][CH3:15])[CH:6]=1)C.O.[OH-].[Na+].C(O)(=O)C. Product: [CH3:15][O:14][CH2:13][O:12][C:7]1[CH:6]=[C:5]([CH:10]=[CH:9][C:8]=1[CH3:11])[C:4]([OH:16])=[O:3]. The catalyst class is: 8. (2) Reactant: [CH3:1][N:2]1[C:23](=[O:24])[C:6]2[NH:7][CH:8]=[C:9]3[CH2:10][NH:11][C:12]4[CH:17]=[CH:16][C:15]([CH2:18][S:19]([CH3:22])(=[O:21])=[O:20])=[CH:14][C:13]=4[C:4]([C:5]=23)=[CH:3]1.[CH:25](=O)[C:26]1[CH:31]=[CH:30][CH:29]=[CH:28][CH:27]=1.[C-:33]#[N:34].[Na+].C(O)(=O)C. Product: [CH3:1][N:2]1[C:23](=[O:24])[C:6]2[NH:7][CH:8]=[C:9]3[CH2:10][N:11]([CH:25]([C:26]4[CH:31]=[CH:30][CH:29]=[CH:28][CH:27]=4)[C:33]#[N:34])[C:12]4[CH:17]=[CH:16][C:15]([CH2:18][S:19]([CH3:22])(=[O:21])=[O:20])=[CH:14][C:13]=4[C:4]([C:5]=23)=[CH:3]1. The catalyst class is: 24. (3) Reactant: [C:1]1([OH:7])[CH:6]=[CH:5][CH:4]=[CH:3][CH:2]=1.[C:8]1([OH:14])[CH:13]=[CH:12][CH:11]=[CH:10][CH:9]=1.[CH3:15][C:16]([CH3:18])=O. Product: [OH:7][C:1]1[CH:6]=[CH:5][C:4]([C:16]([C:11]2[CH:12]=[CH:13][C:8]([OH:14])=[CH:9][CH:10]=2)([CH3:18])[CH3:15])=[CH:3][CH:2]=1. The catalyst class is: 21. (4) Reactant: [F:1][C:2]([F:24])([F:23])[C:3]1[CH:22]=[CH:21][C:6]([O:7][CH:8]([C:11]2[CH:16]=[CH:15][CH:14]=[C:13]([C:17]([F:20])([F:19])[F:18])[CH:12]=2)[CH:9]=[O:10])=[CH:5][CH:4]=1.[BH4-].[Na+].O.CCOCC. Product: [F:1][C:2]([F:23])([F:24])[C:3]1[CH:4]=[CH:5][C:6]([O:7][CH:8]([C:11]2[CH:16]=[CH:15][CH:14]=[C:13]([C:17]([F:18])([F:19])[F:20])[CH:12]=2)[CH2:9][OH:10])=[CH:21][CH:22]=1. The catalyst class is: 32. (5) Reactant: [Cl:1]C(OC(Cl)C)=O.C([N:15]1[CH2:20][CH:19]=[C:18]([C:21]2[O:22][C:23]([CH3:26])=[CH:24][N:25]=2)[CH2:17][CH2:16]1)C1C=CC=CC=1. Product: [ClH:1].[CH3:26][C:23]1[O:22][C:21]([C:18]2[CH2:19][CH2:20][NH:15][CH2:16][CH:17]=2)=[N:25][CH:24]=1. The catalyst class is: 4. (6) Reactant: [Cl:1][C:2]1[S:6][C:5]([C:7]2[C:11]([C:12]3[CH:17]=[CH:16][N:15]=[C:14]([S:18][CH3:19])[N:13]=3)=[CH:10][NH:9][N:8]=2)=[CH:4][CH:3]=1.I[CH:21]([CH3:23])[CH3:22].C(=O)([O-])[O-].[Cs+].[Cs+]. Product: [Cl:1][C:2]1[S:6][C:5]([C:7]2[C:11]([C:12]3[CH:17]=[CH:16][N:15]=[C:14]([S:18][CH3:19])[N:13]=3)=[CH:10][N:9]([CH:21]([CH3:23])[CH3:22])[N:8]=2)=[CH:4][CH:3]=1. The catalyst class is: 9.